Dataset: Forward reaction prediction with 1.9M reactions from USPTO patents (1976-2016). Task: Predict the product of the given reaction. (1) Given the reactants [C:1]([C:3]1[CH:9]=[C:8]([C:10]#[N:11])[CH:7]=[CH:6][C:4]=1[NH2:5])#[N:2].N(OS(=O)(=O)O)=O.[NH2:19][C:20]1[CH:25]=[CH:24][CH:23]=[CH:22][CH:21]=1.[NH2:26]C(N)=O.C(=O)([O-])[O-].[Na+].[Na+], predict the reaction product. The product is: [NH2:19][C:20]1[CH:25]=[CH:24][C:23]([N:26]=[N:5][C:4]2[CH:6]=[CH:7][C:8]([C:10]#[N:11])=[CH:9][C:3]=2[C:1]#[N:2])=[CH:22][CH:21]=1. (2) Given the reactants C([CH:3]1[CH2:12][C:11]2[C:6](=[CH:7][CH:8]=[CH:9][CH:10]=2)[NH:5][C:4]1([CH3:14])[CH3:13])C.I[CH2:16][CH2:17][CH3:18], predict the reaction product. The product is: [CH3:14][C:4]1([CH3:13])[CH2:3][CH:12]([CH2:16][CH2:17][CH3:18])[C:11]2[C:6](=[CH:7][CH:8]=[CH:9][CH:10]=2)[NH:5]1. (3) Given the reactants [NH2:1][C:2]1[CH:7]=[CH:6][CH:5]=[CH:4][N:3]=1.[N+:8]([C:11]1[CH:16]=[CH:15][C:14]([N+:17]#[C-:18])=[CH:13][CH:12]=1)([O-:10])=[O:9].[CH:19]([C:21]1[CH:30]=[CH:29][CH:28]=[CH:27][C:22]=1[C:23](OC)=O)=[O:20].Cl(O)(=O)(=O)=[O:32].CC(C)([O-])C.[K+].Cl, predict the reaction product. The product is: [OH:32][C:5]1[CH:6]=[CH:7][C:2]2[N:3]([CH:4]=1)[C:18]1[N:17]([C:14]3[CH:13]=[CH:12][C:11]([N+:8]([O-:10])=[O:9])=[CH:16][CH:15]=3)[C:19](=[O:20])[C:21]3[C:22]([C:23]=1[N:1]=2)=[CH:27][CH:28]=[CH:29][CH:30]=3. (4) Given the reactants [NH2:1][C:2]1[CH:9]=[CH:8][C:7]([CH2:10][CH2:11][CH3:12])=[CH:6][C:3]=1[C:4]#[N:5].[I:13]I, predict the reaction product. The product is: [NH2:1][C:2]1[C:9]([I:13])=[CH:8][C:7]([CH2:10][CH2:11][CH3:12])=[CH:6][C:3]=1[C:4]#[N:5]. (5) Given the reactants [F:1][C:2]1[CH:7]=[CH:6][C:5]([C@:8]2([CH2:29][CH2:30][C:31]([OH:33])=O)[O:13][C:12](=[O:14])[N:11]([C@H:15]([C:17]3[CH:22]=[CH:21][C:20]([O:23][CH2:24][C:25]([F:28])([F:27])[F:26])=[CH:19][CH:18]=3)[CH3:16])[CH2:10][CH2:9]2)=[CH:4][CH:3]=1.C1C=CC2N(O)N=[N:40]C=2C=1.CCN=C=NCCCN(C)C.Cl.CCN(C(C)C)C(C)C.Cl, predict the reaction product. The product is: [F:1][C:2]1[CH:7]=[CH:6][C:5]([C@:8]2([CH2:29][CH2:30][C:31]([NH2:40])=[O:33])[O:13][C:12](=[O:14])[N:11]([C@H:15]([C:17]3[CH:22]=[CH:21][C:20]([O:23][CH2:24][C:25]([F:28])([F:27])[F:26])=[CH:19][CH:18]=3)[CH3:16])[CH2:10][CH2:9]2)=[CH:4][CH:3]=1.